From a dataset of Full USPTO retrosynthesis dataset with 1.9M reactions from patents (1976-2016). Predict the reactants needed to synthesize the given product. (1) The reactants are: [F:1][C:2]1[CH:7]=[CH:6][C:5]([C:8]2[N:13]=[CH:12][C:11]([C:14]([OH:16])=O)=[CH:10][N:9]=2)=[CH:4][CH:3]=1.O[N:18]1[C:22]2[CH:23]=[CH:24][CH:25]=[CH:26][C:21]=2N=N1.C1CCC(N=C=NC2CCCCC2)CC1.NC1C=CC=CC=1.C(O)C(N)(CO)CO. Given the product [C:22]1([NH:18][C:14]([C:11]2[CH:12]=[N:13][C:8]([C:5]3[CH:4]=[CH:3][C:2]([F:1])=[CH:7][CH:6]=3)=[N:9][CH:10]=2)=[O:16])[CH:23]=[CH:24][CH:25]=[CH:26][CH:21]=1, predict the reactants needed to synthesize it. (2) Given the product [I:14][C:15]1[CH:20]=[C:19]([N:1]2[C:5]3=[CH:6][N:7]=[CH:8][CH:9]=[C:4]3[C:3]([C:10]([O:12][CH3:13])=[O:11])=[N:2]2)[CH:18]=[CH:17][CH:16]=1, predict the reactants needed to synthesize it. The reactants are: [NH:1]1[C:5]2=[CH:6][N:7]=[CH:8][CH:9]=[C:4]2[C:3]([C:10]([O:12][CH3:13])=[O:11])=[N:2]1.[I:14][C:15]1[CH:16]=[C:17](B(O)O)[CH:18]=[CH:19][CH:20]=1. (3) The reactants are: [NH2:1][C@@H:2]1[CH2:7][CH2:6][C@H:5]([NH:8][C:9]2[CH:14]=[C:13]([N:15]([CH3:17])[CH3:16])[N:12]=[C:11]([CH3:18])[N:10]=2)[CH2:4][CH2:3]1.[Cl:19][C:20]1[CH:21]=[C:22]([S:27](Cl)(=[O:29])=[O:28])[CH:23]=[CH:24][C:25]=1[F:26]. Given the product [ClH:19].[Cl:19][C:20]1[CH:21]=[C:22]([S:27]([NH:1][C@H:2]2[CH2:3][CH2:4][C@@H:5]([NH:8][C:9]3[CH:14]=[C:13]([N:15]([CH3:17])[CH3:16])[N:12]=[C:11]([CH3:18])[N:10]=3)[CH2:6][CH2:7]2)(=[O:28])=[O:29])[CH:23]=[CH:24][C:25]=1[F:26], predict the reactants needed to synthesize it. (4) Given the product [C:8]([C:5]1[CH:6]=[CH:7][C:2]([F:1])=[C:3]([N:20]2[CH2:25][CH2:24][O:23][CH2:22][CH2:21]2)[CH:4]=1)#[CH:9], predict the reactants needed to synthesize it. The reactants are: [F:1][C:2]1[CH:7]=[CH:6][C:5]([C:8]#[C:9][Si](C(C)C)(C(C)C)C(C)C)=[CH:4][C:3]=1[N:20]1[CH2:25][CH2:24][O:23][CH2:22][CH2:21]1.[F-].C([N+](CCCC)(CCCC)CCCC)CCC.